From a dataset of Forward reaction prediction with 1.9M reactions from USPTO patents (1976-2016). Predict the product of the given reaction. (1) Given the reactants [N:1]1[C:10]2[C:5](=[CH:6][C:7]([CH2:11][N:12]3[C:16]4=[N:17][C:18](C5C=CC(C(O)=O)=CC=5)=[CH:19][CH:20]=[C:15]4[N:14]=[N:13]3)=[CH:8][CH:9]=2)[CH:4]=[CH:3][CH:2]=1.B([C:33]1[CH:41]=[CH:40][C:36]([C:37]([OH:39])=[O:38])=[C:35]([CH3:42])[CH:34]=1)(O)O.C([O-])(=[O:45])C.[K+].O1CCOCC1, predict the reaction product. The product is: [CH3:42][C:35]1[CH:34]=[C:33]([C:18]2[N:17]=[C:16]3[N:12]([CH2:11][C:7]4[CH:6]=[C:5]5[C:10](=[CH:9][CH:8]=4)[NH:1][C:2](=[O:45])[CH:3]=[CH:4]5)[N:13]=[N:14][C:15]3=[CH:20][CH:19]=2)[CH:41]=[CH:40][C:36]=1[C:37]([OH:39])=[O:38]. (2) Given the reactants [C:1]([O:5][C:6](=[O:79])[CH2:7][N:8]([CH2:71][C:72](=[O:78])[O:73][C:74]([CH3:77])([CH3:76])[CH3:75])[C:9](=[O:70])[CH2:10][N:11]1[CH:15]=[CH:14][N:13]=[C:12]1[CH2:16][N:17]([CH2:59][C:60]1[CH:65]=[CH:64][C:63]([O:66][CH2:67][C:68]#[CH:69])=[CH:62][CH:61]=1)[CH2:18][CH2:19][CH2:20][CH2:21][CH2:22][C:23](=[O:58])[NH:24][CH2:25][CH2:26][CH2:27][CH2:28][C@@H:29]([C:51]([O:53][C:54]([CH3:57])([CH3:56])[CH3:55])=[O:52])[NH:30][C:31](=[O:50])[NH:32][C@H:33]([C:43]([O:45][C:46]([CH3:49])([CH3:48])[CH3:47])=[O:44])[CH2:34][CH2:35][C:36]([O:38][C:39]([CH3:42])([CH3:41])[CH3:40])=[O:37])([CH3:4])([CH3:3])[CH3:2].[N:80]([CH2:83][CH2:84][CH2:85][NH2:86])=[N+:81]=[N-:82], predict the reaction product. The product is: [NH2:86][CH2:85][CH2:84][CH2:83][N:80]1[CH:69]=[C:68]([CH2:67][O:66][C:63]2[CH:62]=[CH:61][C:60]([CH2:59][N:17]([CH2:18][CH2:19][CH2:20][CH2:21][CH2:22][C:23](=[O:58])[NH:24][CH2:25][CH2:26][CH2:27][CH2:28][C@@H:29]([C:51]([O:53][C:54]([CH3:55])([CH3:56])[CH3:57])=[O:52])[NH:30][C:31](=[O:50])[NH:32][C@H:33]([C:43]([O:45][C:46]([CH3:47])([CH3:48])[CH3:49])=[O:44])[CH2:34][CH2:35][C:36]([O:38][C:39]([CH3:42])([CH3:41])[CH3:40])=[O:37])[CH2:16][C:12]3[N:11]([CH2:10][C:9]([N:8]([CH2:7][C:6]([O:5][C:1]([CH3:2])([CH3:3])[CH3:4])=[O:79])[CH2:71][C:72](=[O:78])[O:73][C:74]([CH3:77])([CH3:76])[CH3:75])=[O:70])[CH:15]=[CH:14][N:13]=3)=[CH:65][CH:64]=2)[N:82]=[N:81]1. (3) Given the reactants [CH3:1][C:2]1[S:3][C:4]2[CH:10]=[CH:9][C:8]([O:11][CH2:12][CH:13]([NH:21][C:22](=[O:24])[CH3:23])[CH2:14][N:15]3[CH2:20][CH2:19][NH:18][CH2:17][CH2:16]3)=[CH:7][C:5]=2[N:6]=1.C([N:27]([CH:31]([CH3:33])C)[CH:28]([CH3:30])[CH3:29])C.Cl[N-][C:36]1C=CC=[C:38]([C:42]2[CH:47]=[CH:46][CH:45]=[CH:44][CH:43]=2)[CH:37]=1.CN(C)C=[O:51], predict the reaction product. The product is: [C:22]([NH:21][CH:13]([CH2:12][O:11][C:8]1[CH:9]=[CH:10][C:4]2[S:3][C:2]([CH3:1])=[N:6][C:5]=2[CH:7]=1)[CH2:14][N:15]1[CH2:16][CH2:17][N:18]([CH2:33][C:31]([NH:27][C:28]2[CH:29]=[CH:36][CH:37]=[C:38]([C:42]3[CH:47]=[CH:46][CH:45]=[CH:44][CH:43]=3)[CH:30]=2)=[O:51])[CH2:19][CH2:20]1)(=[O:24])[CH3:23]. (4) Given the reactants Cl[C:2]1[C:7]2=[CH:8][N:9]([C:11]3[C:16]([Cl:17])=[CH:15][CH:14]=[CH:13][C:12]=3[Cl:18])[N:10]=[C:6]2[CH:5]=[CH:4][N:3]=1.[CH:19]1([C:22]2[N:27]=[CH:26][N:25]=[C:24]([NH2:28])[CH:23]=2)[CH2:21][CH2:20]1.CC1(C)C2C(=C(P(C3C=CC=CC=3)C3C=CC=CC=3)C=CC=2)OC2C(P(C3C=CC=CC=3)C3C=CC=CC=3)=CC=CC1=2.C(=O)([O-])[O-].[Cs+].[Cs+], predict the reaction product. The product is: [CH:19]1([C:22]2[N:27]=[CH:26][N:25]=[C:24]([NH:28][C:2]3[C:7]4=[CH:8][N:9]([C:11]5[C:16]([Cl:17])=[CH:15][CH:14]=[CH:13][C:12]=5[Cl:18])[N:10]=[C:6]4[CH:5]=[CH:4][N:3]=3)[CH:23]=2)[CH2:21][CH2:20]1. (5) The product is: [CH3:14][S:15]([CH2:18][CH2:19][N:10]1[C:11]2[C:7](=[CH:6][C:5]([CH2:3][OH:4])=[CH:13][CH:12]=2)[CH:8]=[N:9]1)(=[O:17])=[O:16]. Given the reactants CO[C:3]([C:5]1[CH:6]=[C:7]2[C:11](=[CH:12][CH:13]=1)[NH:10][N:9]=[CH:8]2)=[O:4].[CH3:14][S:15]([CH2:18][CH2:19]OS(C)(=O)=O)(=[O:17])=[O:16], predict the reaction product. (6) Given the reactants [Al+3].[Cl-].[Cl-].[Cl-].[Br:5][CH2:6][CH2:7][CH2:8][CH2:9][CH2:10][CH2:11][CH2:12][CH2:13][CH2:14][CH2:15][CH2:16][C:17](Cl)=[O:18].[CH-:20]1[CH:24]=[CH:23][CH:22]=[CH:21]1.[CH-:25]1[CH:29]=[CH:28][CH:27]=[CH:26]1.[Fe+2:30].O, predict the reaction product. The product is: [C-:20]1([C:17]([CH2:16][CH2:15][CH2:14][CH2:13][CH2:12][CH2:11][CH2:10][CH2:9][CH2:8][CH2:7][CH2:6][Br:5])=[O:18])[CH:24]=[CH:23][CH:22]=[CH:21]1.[CH-:25]1[CH:29]=[CH:28][CH:27]=[CH:26]1.[Fe+2:30]. (7) Given the reactants Cl[C:2]1[CH:3]=[CH:4][C:5]2[N:6]([C:8]([CH2:11][C:12]3[C:13]([F:23])=[C:14]4[C:19](=[CH:20][C:21]=3[F:22])[N:18]=[CH:17][CH:16]=[CH:15]4)=[CH:9][N:10]=2)[N:7]=1.[C:24]([O:28][C:29]([N:31]1[CH2:36][CH2:35][CH:34]([N:37]2[CH:41]=[C:40](B3OC(C)(C)C(C)(C)O3)[CH:39]=[N:38]2)[CH2:33][CH2:32]1)=[O:30])([CH3:27])([CH3:26])[CH3:25].C([O-])([O-])=O.[Na+].[Na+].CCOC(C)=O, predict the reaction product. The product is: [C:24]([O:28][C:29]([N:31]1[CH2:32][CH2:33][CH:34]([N:37]2[CH:41]=[C:40]([C:2]3[CH:3]=[CH:4][C:5]4[N:6]([C:8]([CH2:11][C:12]5[C:13]([F:23])=[C:14]6[C:19](=[CH:20][C:21]=5[F:22])[N:18]=[CH:17][CH:16]=[CH:15]6)=[CH:9][N:10]=4)[N:7]=3)[CH:39]=[N:38]2)[CH2:35][CH2:36]1)=[O:30])([CH3:27])([CH3:25])[CH3:26]. (8) Given the reactants Cl[C:2](Cl)(Cl)[C:3](=N)[O:4][C@H:5]1[O:22][C@H:21]([CH2:23][O:24][C:25](=[O:27])[CH3:26])[C@@H:16]([O:17][C:18](=[O:20])[CH3:19])[C@H:11]([O:12][C:13](=[O:15])[CH3:14])[C@@H:6]1[O:7][C:8](=[O:10])[CH3:9].[Br:31][C:32]1C=C(O)[CH:35]=[CH:36][CH:37]=1.[Si](OS(C(F)(F)F)(=O)=O)(C)(C)C.C(O[C@H]1[C@@H](OC(=O)C)[C@H](OC(=O)C)[C@@H](COC(=O)C)O[C@@H]1OC1C=CC(Br)=CC=1Cl)(=O)C, predict the reaction product. The product is: [C:8]([O:7][C@H:6]1[C@@H:11]([O:12][C:13](=[O:15])[CH3:14])[C@H:16]([O:17][C:18](=[O:20])[CH3:19])[C@@H:21]([CH2:23][O:24][C:25](=[O:27])[CH3:26])[O:22][C@@H:5]1[O:4][C:3]1[CH:35]=[CH:36][CH:37]=[C:32]([Br:31])[CH:2]=1)(=[O:10])[CH3:9].